From a dataset of Peptide-MHC class II binding affinity with 134,281 pairs from IEDB. Regression. Given a peptide amino acid sequence and an MHC pseudo amino acid sequence, predict their binding affinity value. This is MHC class II binding data. The peptide sequence is SQDLELSWNLMGLQAY. The MHC is HLA-DQA10301-DQB10302 with pseudo-sequence HLA-DQA10301-DQB10302. The binding affinity (normalized) is 0.729.